Predict the product of the given reaction. From a dataset of Forward reaction prediction with 1.9M reactions from USPTO patents (1976-2016). (1) Given the reactants [CH3:16][N:14]([C:10]1C2[C:10]([N:14]([CH3:16])C)=[CH:11][CH:12]=CC=2C=[CH:12][CH:11]=1)C.ClC(OC(Cl)C)=O.C([O-])(O)=O.[Na+].[Cl-].[Na+].O.[C:40](O[C:40]([O:42][C:43]([CH3:46])([CH3:45])[CH3:44])=[O:41])([O:42][C:43]([CH3:46])([CH3:45])[CH3:44])=[O:41], predict the reaction product. The product is: [C:40]([N:14]1[CH2:10][CH2:11][CH2:12][CH2:16]1)([O:42][C:43]([CH3:44])([CH3:45])[CH3:46])=[O:41]. (2) Given the reactants [C:1]([C:3]1[CH:8]=[C:7]([CH2:9][CH2:10][P:11](=[O:18])([O:15][CH2:16][CH3:17])[O:12][CH2:13][CH3:14])[CH:6]=[CH:5][N:4]=1)#[N:2].[Cl:19][C:20]1[CH:21]=[C:22]([SH:29])[C:23](=[CH:27][CH:28]=1)[C:24](O)=[O:25], predict the reaction product. The product is: [Cl:19][C:20]1[CH:28]=[CH:27][C:23]2[C:24](=[O:25])[N:2]=[C:1]([C:3]3[CH:8]=[C:7]([CH2:9][CH2:10][P:11](=[O:18])([O:12][CH2:13][CH3:14])[O:15][CH2:16][CH3:17])[CH:6]=[CH:5][N:4]=3)[S:29][C:22]=2[CH:21]=1. (3) Given the reactants [CH3:1][O:2][C:3]1[CH:12]=[C:11]2[C:6]([CH2:7][CH:8]([C:16]3[CH:21]=[CH:20][C:19]([O:22][CH3:23])=[CH:18][CH:17]=3)[CH:9]3[CH2:15][CH2:14][CH2:13][CH:10]32)=[C:5](OS(C(F)(F)F)(=O)=O)[CH:4]=1.[Cl:32][C:33]1[CH:38]=[CH:37][C:36](B(O)O)=[CH:35][CH:34]=1.C(=O)([O-])[O-].[Na+].[Na+], predict the reaction product. The product is: [Cl:32][C:33]1[CH:38]=[CH:37][C:36]([C:5]2[CH:4]=[C:3]([O:2][CH3:1])[CH:12]=[C:11]3[C:6]=2[CH2:7][CH:8]([C:16]2[CH:17]=[CH:18][C:19]([O:22][CH3:23])=[CH:20][CH:21]=2)[CH:9]2[CH2:15][CH2:14][CH2:13][CH:10]23)=[CH:35][CH:34]=1. (4) Given the reactants [F-].[K+].I[C:4]1[C:5]([O:14][CH3:15])=[CH:6][C:7]([O:12][CH3:13])=[C:8]([CH:11]=1)[CH:9]=[O:10].[S:16]1[C:20](B(O)O)=[CH:19][C:18]2[CH:24]=[CH:25][CH:26]=[CH:27][C:17]1=2.C(P(C(C)(C)C)C(C)(C)C)(C)(C)C, predict the reaction product. The product is: [S:16]1[C:20]([C:4]2[C:5]([O:14][CH3:15])=[CH:6][C:7]([O:12][CH3:13])=[C:8]([CH:11]=2)[CH:9]=[O:10])=[CH:19][C:18]2[CH:24]=[CH:25][CH:26]=[CH:27][C:17]1=2. (5) Given the reactants [Cl:1][C:2]1[C:3]([F:44])=[C:4]([C@@H:8]2[C@:12]([C:15]3[CH:20]=[CH:19][C:18]([Cl:21])=[CH:17][C:16]=3[F:22])([C:13]#[N:14])[C@H:11]([CH2:23][C:24]([CH3:27])([CH3:26])[CH3:25])[NH:10][C@H:9]2[C:28]([NH:30][C:31]2[CH:39]=[CH:38][C:34]([C:35]([OH:37])=O)=[C:33]([C:40]([F:43])([F:42])[F:41])[CH:32]=2)=[O:29])[CH:5]=[CH:6][CH:7]=1.C[N:46](C(ON1N=NC2C=CC=NC1=2)=[N+](C)C)C.F[P-](F)(F)(F)(F)F.CCN(C(C)C)C(C)C.Cl.N, predict the reaction product. The product is: [C:35]([C:34]1[CH:38]=[CH:39][C:31]([NH:30][C:28]([C@H:9]2[C@H:8]([C:4]3[CH:5]=[CH:6][CH:7]=[C:2]([Cl:1])[C:3]=3[F:44])[C@:12]([C:15]3[CH:20]=[CH:19][C:18]([Cl:21])=[CH:17][C:16]=3[F:22])([C:13]#[N:14])[C@H:11]([CH2:23][C:24]([CH3:27])([CH3:26])[CH3:25])[NH:10]2)=[O:29])=[CH:32][C:33]=1[C:40]([F:43])([F:42])[F:41])(=[O:37])[NH2:46]. (6) Given the reactants F[C:2]1[N:7]2[CH:8]=[C:9]([CH2:11][N:12]3[C@H:25]4[C@H:16]([CH2:17][CH2:18][C:19]5[C:24]4=[N:23][CH:22]=[CH:21][CH:20]=5)[CH2:15][CH2:14][CH2:13]3)[N:10]=[C:6]2[CH:5]=[CH:4][CH:3]=1.[CH3:26][N:27]([CH3:37])[C:28](=[O:36])[CH2:29][N:30]1[CH2:35][CH2:34][NH:33][CH2:32][CH2:31]1.O, predict the reaction product. The product is: [N:12]1([CH2:11][C:9]2[N:10]=[C:6]3[CH:5]=[CH:4][CH:3]=[C:2]([N:33]4[CH2:32][CH2:31][N:30]([CH2:29][C:28]([N:27]([CH3:37])[CH3:26])=[O:36])[CH2:35][CH2:34]4)[N:7]3[CH:8]=2)[C@H:25]2[C@H:16]([CH2:17][CH2:18][C:19]3[C:24]2=[N:23][CH:22]=[CH:21][CH:20]=3)[CH2:15][CH2:14][CH2:13]1. (7) Given the reactants [CH3:1][C:2]1[O:3][C:4]([C:8]([O:10][CH2:11][CH3:12])=[O:9])=[C:5]([CH3:7])[N:6]=1.[Br:13]N1C(=O)CCC1=O.N(C(C)(C)C#N)=NC(C)(C)C#N, predict the reaction product. The product is: [Br:13][CH2:7][C:5]1[N:6]=[C:2]([CH3:1])[O:3][C:4]=1[C:8]([O:10][CH2:11][CH3:12])=[O:9].